This data is from Reaction yield outcomes from USPTO patents with 853,638 reactions. The task is: Predict the reaction yield, written as a fraction of the theoretical maximum amount of product (1.0 means a 100% yield; for example, 0.34 means a 34% yield). (1) The reactants are [Cl:1][C:2]1[C:3]([Cl:15])=[C:4]([Cl:14])[C:5]([Cl:13])=[C:6]2[C:11](=O)[O:10][C:8](=[O:9])[C:7]=12.[Cl:16][C:17]1[CH:23]=[CH:22][C:20]([OH:21])=[CH:19][C:18]=1[OH:24].[C:25]1([CH:32]=[CH:31][CH:30]=[C:28](O)[CH:27]=1)[OH:26]. No catalyst specified. The product is [Cl:16][C:17]1[C:18]([OH:24])=[CH:19][C:20]2[O:21][C:31]3[C:30](=[CH:28][CH:27]=[C:25]([OH:26])[CH:32]=3)[C:11]3([C:6]4[C:7](=[C:2]([Cl:1])[C:3]([Cl:15])=[C:4]([Cl:14])[C:5]=4[Cl:13])[C:8](=[O:9])[O:10]3)[C:22]=2[CH:23]=1. The yield is 0.186. (2) The yield is 0.585. The product is [CH:34]1[C:35]2[N:36]([C:2]3[CH:3]=[CH:4][C:5]4[N:6]([S:15]([C:18]5[CH:23]=[CH:22][C:21]([CH3:24])=[CH:20][CH:19]=5)(=[O:17])=[O:16])[C:7]5[C:12]([C:13]=4[CH:14]=3)=[CH:11][CH:10]=[CH:9][CH:8]=5)[C:37]3[C:29](=[CH:28][CH:27]=[CH:26][CH:25]=3)[C:30]=2[CH:31]=[CH:32][CH:33]=1. The reactants are I[C:2]1[CH:3]=[CH:4][C:5]2[N:6]([S:15]([C:18]3[CH:23]=[CH:22][C:21]([CH3:24])=[CH:20][CH:19]=3)(=[O:17])=[O:16])[C:7]3[C:12]([C:13]=2[CH:14]=1)=[CH:11][CH:10]=[CH:9][CH:8]=3.[CH:25]1[C:37]2[NH:36][C:35]3[C:30](=[CH:31][CH:32]=[CH:33][CH:34]=3)[C:29]=2[CH:28]=[CH:27][CH:26]=1.N[C@@H]1CCCC[C@H]1N.[O-]P([O-])([O-])=O.[K+].[K+].[K+]. The catalyst is C1CCCCC1.C1CCCCC1.C1(C)C=CC=CC=1.C1(C)C=CC=CC=1. (3) The reactants are [NH2:1][C:2]1[CH:3]=[C:4]([CH:21]=[CH:22][C:23]=1[Br:24])[O:5][C:6]1[CH:7]=[CH:8][C:9]2[N:10]([CH:12]=[C:13]([NH:15][C:16]([CH:18]3[CH2:20][CH2:19]3)=[O:17])[N:14]=2)[N:11]=1.[F:25][C:26]([F:37])([F:36])[C:27]1[CH:28]=[C:29]([CH:33]=[CH:34][CH:35]=1)[C:30](Cl)=[O:31].C(N(CC)CC)C. The catalyst is O1CCCC1. The product is [Br:24][C:23]1[CH:22]=[CH:21][C:4]([O:5][C:6]2[CH:7]=[CH:8][C:9]3[N:10]([CH:12]=[C:13]([NH:15][C:16]([CH:18]4[CH2:20][CH2:19]4)=[O:17])[N:14]=3)[N:11]=2)=[CH:3][C:2]=1[NH:1][C:30](=[O:31])[C:29]1[CH:33]=[CH:34][CH:35]=[C:27]([C:26]([F:25])([F:36])[F:37])[CH:28]=1. The yield is 0.240. (4) The reactants are [Br:1][C:2]1[C:3]([NH:9][C:10]2[CH:15]=[C:14]([O:16][CH3:17])[C:13]([O:18][CH3:19])=[C:12]([O:20][CH3:21])[CH:11]=2)=[N:4][C:5]([Cl:8])=[N:6][CH:7]=1.[NH2:22][C:23]1[CH:28]=[CH:27][C:26]([NH:29][C:30](=[O:32])[CH3:31])=[CH:25][CH:24]=1.Cl.C(OCC)C. The catalyst is CC(O)C.C(#N)C.O. The product is [ClH:8].[Br:1][C:2]1[C:3]([NH:9][C:10]2[CH:15]=[C:14]([O:16][CH3:17])[C:13]([O:18][CH3:19])=[C:12]([O:20][CH3:21])[CH:11]=2)=[N:4][C:5]([NH:22][C:23]2[CH:24]=[CH:25][C:26]([NH:29][C:30](=[O:32])[CH3:31])=[CH:27][CH:28]=2)=[N:6][CH:7]=1. The yield is 0.720. (5) The reactants are Cl.Cl.[NH2:3][CH2:4][C@@:5]1([OH:13])[CH:10]2[CH2:11][CH2:12][N:7]([CH2:8][CH2:9]2)[CH2:6]1.C([O-])([O-])=O.[Cs+].[Cs+].[N:20]([C:23]1[CH:28]=[C:27]([O:29][C:30]2[CH:35]=[CH:34][CH:33]=[CH:32][CH:31]=2)[N:26]=[CH:25][N:24]=1)=[C:21]=S.C(N=C=NC(C)C)(C)C. The catalyst is CN(C)C=O. The product is [O:29]([C:27]1[N:26]=[CH:25][N:24]=[C:23]([NH:20][C:21]2[O:13][C@:5]3([CH2:4][N:3]=2)[CH:10]2[CH2:9][CH2:8][N:7]([CH2:12][CH2:11]2)[CH2:6]3)[CH:28]=1)[C:30]1[CH:31]=[CH:32][CH:33]=[CH:34][CH:35]=1. The yield is 0.482. (6) The reactants are O1CCN(N[C:8]([C:10]2[CH:24]=[CH:23][C:13](CNC(=O)OC(C)(C)C)=[CH:12][CH:11]=2)=O)CC1.[CH2:25]([NH2:32])[C:26]1[CH:31]=[CH:30][CH:29]=[CH:28][CH:27]=1.[BH4-].[Na+].[C:35](=[O:38])(O)[O-:36].[Na+].Cl[CH2:41]CCl. No catalyst specified. The product is [CH2:25]([NH:32][CH2:8][C:10]1[CH:24]=[CH:23][C:13]([C:35]([O:36][CH3:41])=[O:38])=[CH:12][CH:11]=1)[C:26]1[CH:31]=[CH:30][CH:29]=[CH:28][CH:27]=1. The yield is 1.00. (7) The reactants are [Cl:1][CH2:2][CH2:3][CH2:4][O:5][C:6]1[CH:7]=[C:8]([CH:13]=[CH:14][C:15]=1[O:16][CH3:17])[C:9]([O:11][CH3:12])=[O:10].[N+:18]([O-])([OH:20])=[O:19]. No catalyst specified. The product is [Cl:1][CH2:2][CH2:3][CH2:4][O:5][C:6]1[C:15]([O:16][CH3:17])=[CH:14][C:13]([N+:18]([O-:20])=[O:19])=[C:8]([CH:7]=1)[C:9]([O:11][CH3:12])=[O:10]. The yield is 0.860. (8) The reactants are [CH2:1]([C:8]1[C:29](=[O:30])[N:11]2[CH:12]=[C:13]([C:23]3[CH:28]=[CH:27][CH:26]=[CH:25][CH:24]=3)[NH:14][C:15]([CH2:16][C:17]3[CH:22]=[CH:21][CH:20]=[CH:19][CH:18]=3)=[C:10]2[N:9]=1)[C:2]1[CH:7]=[CH:6][CH:5]=[CH:4][CH:3]=1.[CH:31](N(C(C)C)CC)(C)C.CI. The catalyst is CN(C=O)C.ClCCl. The product is [CH2:1]([C:8]1[N:9]=[C:10]2[C:15]([CH2:16][C:17]3[CH:22]=[CH:21][CH:20]=[CH:19][CH:18]=3)=[N:14][C:13]([C:23]3[CH:28]=[CH:27][CH:26]=[CH:25][CH:24]=3)=[CH:12][N:11]2[C:29]=1[O:30][CH3:31])[C:2]1[CH:7]=[CH:6][CH:5]=[CH:4][CH:3]=1. The yield is 0.770.